Dataset: Forward reaction prediction with 1.9M reactions from USPTO patents (1976-2016). Task: Predict the product of the given reaction. (1) Given the reactants [C:1]([C:5]1[CH:10]=[CH:9][CH:8]=[C:7]([C:11]([CH3:14])([CH3:13])[CH3:12])[C:6]=1[O:15][CH3:16])([CH3:4])([CH3:3])[CH3:2].[Br:17]Br, predict the reaction product. The product is: [Br:17][C:9]1[CH:8]=[C:7]([C:11]([CH3:14])([CH3:13])[CH3:12])[C:6]([O:15][CH3:16])=[C:5]([C:1]([CH3:4])([CH3:2])[CH3:3])[CH:10]=1. (2) Given the reactants [CH3:1][O:2][C:3]1[CH:4]=[C:5]([CH:9]=[CH:10][C:11]=1[N+:12]([O-:14])=[O:13])[C:6]([OH:8])=O.[CH3:15][N:16]([CH3:20])[CH2:17][CH2:18][NH2:19].O.ON1C2C=CC=CC=2N=N1.C(N(CC)C(C)C)(C)C, predict the reaction product. The product is: [CH3:15][N:16]([CH3:20])[CH2:17][CH2:18][NH:19][C:6](=[O:8])[C:5]1[CH:9]=[CH:10][C:11]([N+:12]([O-:14])=[O:13])=[C:3]([O:2][CH3:1])[CH:4]=1. (3) Given the reactants [CH:1]([C:4]1[CH:9]=[CH:8][CH:7]=[CH:6][C:5]=1[N:10]=[C:11]1[NH:15][CH2:14][CH2:13][S:12]1)([CH3:3])[CH3:2].[C:16](=[S:18])=[S:17].[H-].[Na+].[CH3:21]I, predict the reaction product. The product is: [CH:1]([C:4]1[CH:9]=[CH:8][CH:7]=[CH:6][C:5]=1[N:10]=[C:11]1[N:15]([C:16]([S:18][CH3:21])=[S:17])[CH2:14][CH2:13][S:12]1)([CH3:3])[CH3:2]. (4) Given the reactants C1(S([N:10]2[C:22]3[C:21]([N:23]4[C:35]5[C:34]([C:36]([O:38][CH3:39])=[O:37])=[CH:33][CH:32]=[CH:31][C:30]=5[C:29]5[C:24]4=[CH:25][CH:26]=[CH:27][CH:28]=5)=[CH:20][CH:19]=[CH:18][C:17]=3[C:16]3[C:11]2=[CH:12][CH:13]=[CH:14][CH:15]=3)(=O)=O)C=CC=CC=1.[OH-].[K+].Cl, predict the reaction product. The product is: [C:21]1([N:23]2[C:35]3[C:34]([C:36]([O:38][CH3:39])=[O:37])=[CH:33][CH:32]=[CH:31][C:30]=3[C:29]3[C:24]2=[CH:25][CH:26]=[CH:27][CH:28]=3)[C:22]2[NH:10][C:11]3[C:16](=[CH:15][CH:14]=[CH:13][CH:12]=3)[C:17]=2[CH:18]=[CH:19][CH:20]=1.